From a dataset of Full USPTO retrosynthesis dataset with 1.9M reactions from patents (1976-2016). Predict the reactants needed to synthesize the given product. Given the product [F:2][C:3]1[CH:8]=[CH:7][C:6]([NH:9][NH:10][C:21]([O:23][CH2:24][CH3:25])=[O:22])=[CH:5][CH:4]=1, predict the reactants needed to synthesize it. The reactants are: Cl.[F:2][C:3]1[CH:8]=[CH:7][C:6]([NH:9][NH2:10])=[CH:5][CH:4]=1.CCN(C(C)C)C(C)C.Cl[C:21]([O:23][CH2:24][CH3:25])=[O:22].C(Cl)Cl.CO.